Dataset: Full USPTO retrosynthesis dataset with 1.9M reactions from patents (1976-2016). Task: Predict the reactants needed to synthesize the given product. (1) Given the product [O:36]=[S:2]1(=[O:1])[C:6]2[CH:7]=[CH:8][CH:9]=[CH:10][C:5]=2[C:4]([NH:11][C@@H:12]([CH2:17][C:18]2[CH:19]=[CH:20][C:21]([O:24][CH2:25][C:26]3[CH:35]=[CH:34][C:29]4[O:30][CH2:31][CH2:32][O:33][C:28]=4[CH:27]=3)=[CH:22][CH:23]=2)[C:13]([OH:15])=[O:14])=[N:3]1, predict the reactants needed to synthesize it. The reactants are: [O:1]=[S:2]1(=[O:36])[C:6]2[CH:7]=[CH:8][CH:9]=[CH:10][C:5]=2[C:4]([NH:11][C@@H:12]([CH2:17][C:18]2[CH:23]=[CH:22][C:21]([O:24][CH2:25][C:26]3[CH:35]=[CH:34][C:29]4[O:30][CH2:31][CH2:32][O:33][C:28]=4[CH:27]=3)=[CH:20][CH:19]=2)[C:13]([O:15]C)=[O:14])=[N:3]1.[Li+].[OH-].Cl.O. (2) Given the product [CH3:1][O:2][C:3]1[CH:4]=[C:5]([NH:13][C:14]2[CH:19]=[N:18][CH:17]=[C:16]([C:26]3[CH:27]=[CH:28][C:23]([CH:21]=[O:22])=[CH:24][CH:25]=3)[N:15]=2)[CH:6]=[C:7]([O:11][CH3:12])[C:8]=1[O:9][CH3:10], predict the reactants needed to synthesize it. The reactants are: [CH3:1][O:2][C:3]1[CH:4]=[C:5]([NH:13][C:14]2[CH:19]=[N:18][CH:17]=[C:16](Cl)[N:15]=2)[CH:6]=[C:7]([O:11][CH3:12])[C:8]=1[O:9][CH3:10].[CH:21]([C:23]1[CH:28]=[CH:27][C:26](B(O)O)=[CH:25][CH:24]=1)=[O:22]. (3) Given the product [C:11]([CH:10]([C:15]1[CH:16]=[N:17][C:18]([C:21]([F:24])([F:23])[F:22])=[N:19][CH:20]=1)[C:9]([O:8][CH3:7])=[O:13])#[N:12], predict the reactants needed to synthesize it. The reactants are: CC([O-])(C)C.[K+].[CH3:7][O:8][C:9](=[O:13])[CH2:10][C:11]#[N:12].Br[C:15]1[CH:16]=[N:17][C:18]([C:21]([F:24])([F:23])[F:22])=[N:19][CH:20]=1. (4) Given the product [CH3:35][CH:32]1[CH2:33][CH2:34][N:29]([CH2:28][CH2:27][O:26][C:23]2[CH:24]=[CH:25][C:20]([C:19]#[C:18][C:15]3[CH:14]=[CH:13][C:12]([C:1]4[CH:6]=[CH:5][CH:4]=[CH:3][CH:2]=4)=[CH:17][N:16]=3)=[CH:21][CH:22]=2)[CH2:30][CH2:31]1, predict the reactants needed to synthesize it. The reactants are: [C:1]1(OB(O)O)[CH:6]=[CH:5][CH:4]=[CH:3][CH:2]=1.Br[C:12]1[CH:13]=[CH:14][C:15]([C:18]#[C:19][C:20]2[CH:25]=[CH:24][C:23]([O:26][CH2:27][CH2:28][N:29]3[CH2:34][CH2:33][CH:32]([CH3:35])[CH2:31][CH2:30]3)=[CH:22][CH:21]=2)=[N:16][CH:17]=1.C([O-])([O-])=O.[Na+].[Na+]. (5) The reactants are: [F:1][C@H:2]1[CH2:6][CH2:5][NH:4][CH2:3]1.C(N(CC)CC)C.[CH:14]1([C:17]2[N:22]=[C:21]([C:23]3[NH:40][C:26]4=[N:27][C:28]([N:31]5[CH2:36][CH2:35][CH2:34][C@@H:33]([C:37](O)=[O:38])[CH2:32]5)=[CH:29][CH:30]=[C:25]4[N:24]=3)[CH:20]=[CH:19][N:18]=2)[CH2:16][CH2:15]1.F[P-](F)(F)(F)(F)F.N1(OC(N(C)C)=[N+](C)C)C2N=CC=CC=2N=N1. Given the product [CH:14]1([C:17]2[N:22]=[C:21]([C:23]3[NH:40][C:26]4=[N:27][C:28]([N:31]5[CH2:36][CH2:35][CH2:34][C@@H:33]([C:37]([N:4]6[CH2:5][CH2:6][C@H:2]([F:1])[CH2:3]6)=[O:38])[CH2:32]5)=[CH:29][CH:30]=[C:25]4[N:24]=3)[CH:20]=[CH:19][N:18]=2)[CH2:15][CH2:16]1, predict the reactants needed to synthesize it. (6) Given the product [C:4]1([NH:7][C:8]2[CH:13]=[CH:12][C:11]([N:14]3[C:16](=[O:19])[C:17]4=[CH:5][CH:6]=[CH:1][CH:2]=[C:3]4[C:4]3=[O:15])=[CH:10][CH:9]=2)[CH:3]=[CH:2][CH:1]=[CH:6][CH:5]=1, predict the reactants needed to synthesize it. The reactants are: [CH:1]1[CH:6]=[CH:5][C:4]([NH:7][C:8]2[CH:13]=[CH:12][C:11]([NH2:14])=[CH:10][CH:9]=2)=[CH:3][CH:2]=1.[OH2:15].[C:16]([OH:19])(=O)[CH3:17].